Task: Predict the reaction yield, written as a fraction of the theoretical maximum amount of product (1.0 means a 100% yield; for example, 0.34 means a 34% yield).. Dataset: Reaction yield outcomes from USPTO patents with 853,638 reactions The reactants are [Cl-].O[NH3+:3].[C:4](=[O:7])([O-])[OH:5].[Na+].CS(C)=O.[OH:13][C:14]1([CH:48]2[CH2:53][CH2:52][O:51][CH2:50][CH2:49]2)[CH2:19][CH2:18][CH:17]([N:20]2[C:25](=[O:26])[C:24]([CH2:27][C:28]3[CH:33]=[CH:32][C:31]([C:34]4[C:35]([C:40]#[N:41])=[CH:36][CH:37]=[CH:38][CH:39]=4)=[CH:30][CH:29]=3)=[C:23]([CH2:42][CH2:43][CH3:44])[N:22]3[N:45]=[CH:46][N:47]=[C:21]23)[CH2:16][CH2:15]1. The catalyst is O.C(OCC)(=O)C. The product is [OH:13][C:14]1([CH:48]2[CH2:49][CH2:50][O:51][CH2:52][CH2:53]2)[CH2:15][CH2:16][CH:17]([N:20]2[C:25](=[O:26])[C:24]([CH2:27][C:28]3[CH:29]=[CH:30][C:31]([C:34]4[CH:39]=[CH:38][CH:37]=[CH:36][C:35]=4[C:40]4[NH:3][C:4](=[O:7])[O:5][N:41]=4)=[CH:32][CH:33]=3)=[C:23]([CH2:42][CH2:43][CH3:44])[N:22]3[N:45]=[CH:46][N:47]=[C:21]23)[CH2:18][CH2:19]1. The yield is 0.140.